From a dataset of Reaction yield outcomes from USPTO patents with 853,638 reactions. Predict the reaction yield, written as a fraction of the theoretical maximum amount of product (1.0 means a 100% yield; for example, 0.34 means a 34% yield). (1) The product is [Cl:3][C:4]1[CH:9]=[CH:8][C:7]([C:10]2[CH:15]=[CH:14][CH:13]=[CH:12][C:11]=2[C@H:16]([O:34][P:35]([O:37][CH3:38])([O:39][CH3:40])=[O:36])[CH:17]2[CH2:22][CH2:21][N:20]([C:23]3[CH:33]=[CH:32][C:26]([C:27]([OH:29])=[O:28])=[CH:25][CH:24]=3)[CH2:19][CH2:18]2)=[CH:6][CH:5]=1. The reactants are [OH-].[Li+].[Cl:3][C:4]1[CH:9]=[CH:8][C:7]([C:10]2[CH:15]=[CH:14][CH:13]=[CH:12][C:11]=2[C@H:16]([O:34][P:35]([O:39][CH3:40])([O:37][CH3:38])=[O:36])[CH:17]2[CH2:22][CH2:21][N:20]([C:23]3[CH:33]=[CH:32][C:26]([C:27]([O:29]CC)=[O:28])=[CH:25][CH:24]=3)[CH2:19][CH2:18]2)=[CH:6][CH:5]=1.C1COCC1.O. The yield is 0.570. The catalyst is CO. (2) The reactants are [CH2:1]([NH:3][CH2:4][CH2:5][N:6]1[C:10](=[O:11])[C:9]2=[CH:12][CH:13]=[CH:14][CH:15]=[C:8]2[C:7]1=[O:16])[CH3:2].Br[CH2:18][CH2:19][OH:20].C(N(CC)CC)C. The catalyst is C(O)C. The product is [CH2:1]([N:3]([CH2:4][CH2:5][N:6]1[C:10](=[O:11])[C:9]2=[CH:12][CH:13]=[CH:14][CH:15]=[C:8]2[C:7]1=[O:16])[CH2:18][CH2:19][OH:20])[CH3:2]. The yield is 0.720. (3) The reactants are [CH3:1][O:2][C:3]1[CH:4]=[C:5]([CH:9]2[C:13]3[C:14]([CH3:28])=[C:15]([NH:20][C:21](=[O:27])[CH2:22][C:23]([CH3:26])([CH3:25])[CH3:24])[C:16]([CH3:19])=[C:17]([CH3:18])[C:12]=3[O:11][CH2:10]2)[CH:6]=[CH:7][CH:8]=1.[Cl-].[Al+3].[Cl-].[Cl-].[C:33](Cl)(=[O:35])[CH3:34].O. The catalyst is ClCCl. The product is [C:33]([C:8]1[CH:7]=[CH:6][C:5]([CH:9]2[C:13]3[C:14]([CH3:28])=[C:15]([NH:20][C:21](=[O:27])[CH2:22][C:23]([CH3:24])([CH3:25])[CH3:26])[C:16]([CH3:19])=[C:17]([CH3:18])[C:12]=3[O:11][CH2:10]2)=[CH:4][C:3]=1[O:2][CH3:1])(=[O:35])[CH3:34]. The yield is 0.890. (4) The reactants are [Si]([O:18][CH:19]1[CH2:24][CH:23]2[CH:21]([CH:22]2[C:25]2[N:29]([CH2:30][CH:31]3[CH2:33][CH2:32]3)[N:28]=[C:27]([C:34]3[CH:35]=[C:36]([O:41][C:42]([F:45])([F:44])[F:43])[C:37]([NH2:40])=[N:38][CH:39]=3)[CH:26]=2)[CH2:20]1)(C(C)(C)C)(C1C=CC=CC=1)C1C=CC=CC=1. The catalyst is O1CCCC1.F.F.F.C(N(CC)CC)C.C(=O)(O)[O-].[Na+]. The product is [NH2:40][C:37]1[N:38]=[CH:39][C:34]([C:27]2[CH:26]=[C:25]([CH:22]3[CH:23]4[CH:21]3[CH2:20][CH:19]([OH:18])[CH2:24]4)[N:29]([CH2:30][CH:31]3[CH2:33][CH2:32]3)[N:28]=2)=[CH:35][C:36]=1[O:41][C:42]([F:43])([F:45])[F:44]. The yield is 0.750. (5) The reactants are B(Br)(Br)Br.C[O:6][C:7]1[C:16]([S:17][CH3:18])=[CH:15][C:14]2[C:9](=[CH:10][CH:11]=[C:12]([CH:19]([CH3:24])[CH2:20][CH2:21][CH2:22][CH3:23])[CH:13]=2)[CH:8]=1. The catalyst is ClCCl. The product is [CH3:24][CH:19]([C:12]1[CH:13]=[C:14]2[C:9](=[CH:10][CH:11]=1)[CH:8]=[C:7]([OH:6])[C:16]([S:17][CH3:18])=[CH:15]2)[CH2:20][CH2:21][CH2:22][CH3:23]. The yield is 0.930. (6) The reactants are Br[CH2:2][C:3]1[CH:4]=[C:5]([CH:22]=[CH:23][CH:24]=1)[CH2:6][N:7]1[CH:16]=[CH:15][C:14]2[C:9](=[CH:10][C:11]([C:17]([O:19][CH3:20])=[O:18])=[CH:12][CH:13]=2)[C:8]1=[O:21].C(=O)([O-])[O-].[Cs+].[Cs+].[CH2:31]([NH:33][CH2:34][CH3:35])[CH3:32]. The catalyst is O1CCCC1.O. The product is [CH2:31]([N:33]([CH2:2][C:3]1[CH:4]=[C:5]([CH:22]=[CH:23][CH:24]=1)[CH2:6][N:7]1[CH:16]=[CH:15][C:14]2[C:9](=[CH:10][C:11]([C:17]([O:19][CH3:20])=[O:18])=[CH:12][CH:13]=2)[C:8]1=[O:21])[CH2:34][CH3:35])[CH3:32]. The yield is 0.720.